Dataset: Catalyst prediction with 721,799 reactions and 888 catalyst types from USPTO. Task: Predict which catalyst facilitates the given reaction. (1) Reactant: [Cl:1][C:2]1[CH:3]=[C:4]([N:9]([CH2:21][CH2:22][CH2:23][N:24]2[CH2:31][CH:30]3[CH:26]([CH2:27][NH:28][CH2:29]3)[CH2:25]2)[C:10]([CH:12]2[CH2:17][CH2:16][N:15]([C:18](=[O:20])[CH3:19])[CH2:14][CH2:13]2)=[O:11])[CH:5]=[CH:6][C:7]=1[CH3:8].CCN(C(C)C)C(C)C.[Cl:41][C:42]1[CH:47]=[C:46]([F:48])[CH:45]=[CH:44][C:43]=1[S:49](Cl)(=[O:51])=[O:50]. Product: [Cl:41][C:42]1[CH:47]=[C:46]([F:48])[CH:45]=[CH:44][C:43]=1[S:49]([N:28]1[CH2:29][CH:30]2[CH2:31][N:24]([CH2:23][CH2:22][CH2:21][N:9]([C:4]3[CH:5]=[CH:6][C:7]([CH3:8])=[C:2]([Cl:1])[CH:3]=3)[C:10]([CH:12]3[CH2:17][CH2:16][N:15]([C:18](=[O:20])[CH3:19])[CH2:14][CH2:13]3)=[O:11])[CH2:25][CH:26]2[CH2:27]1)(=[O:51])=[O:50]. The catalyst class is: 2. (2) Reactant: Br[C:2]1[CH:3]=[C:4]([N:8]2[CH2:12][CH2:11][C:10]([CH3:14])([CH3:13])[CH2:9]2)[CH:5]=[CH:6][CH:7]=1.C([Li])(C)(C)C.C(O[B:24]1[O:28][C:27]([CH3:30])([CH3:29])[C:26]([CH3:32])([CH3:31])[O:25]1)(C)C. Product: [CH3:13][C:10]1([CH3:14])[CH2:11][CH2:12][N:8]([C:4]2[CH:5]=[CH:6][CH:7]=[C:2]([B:24]3[O:28][C:27]([CH3:30])([CH3:29])[C:26]([CH3:32])([CH3:31])[O:25]3)[CH:3]=2)[CH2:9]1. The catalyst class is: 1.